The task is: Predict which catalyst facilitates the given reaction.. This data is from Catalyst prediction with 721,799 reactions and 888 catalyst types from USPTO. Reactant: [Cl:1][C:2]1[CH:7]=[C:6](Cl)[N:5]=[C:4]([NH2:9])[N:3]=1.[CH3:10][O:11][C:12]1[CH:17]=[CH:16][CH:15]=[CH:14][C:13]=1B(O)O.C(COC)OC.C([O-])(O)=O.[Na+]. Product: [Cl:1][C:2]1[CH:7]=[C:6]([C:13]2[CH:14]=[CH:15][CH:16]=[CH:17][C:12]=2[O:11][CH3:10])[N:5]=[C:4]([NH2:9])[N:3]=1. The catalyst class is: 189.